Dataset: KCNQ2 potassium channel screen with 302,405 compounds. Task: Binary Classification. Given a drug SMILES string, predict its activity (active/inactive) in a high-throughput screening assay against a specified biological target. The drug is o1c(CN2CCC(CC2)C(=O)Nc2ccc(n3nc(cc3C)C)cc2)ccc1CC. The result is 0 (inactive).